Dataset: Full USPTO retrosynthesis dataset with 1.9M reactions from patents (1976-2016). Task: Predict the reactants needed to synthesize the given product. (1) Given the product [Cl:6][C:7]1[N:12]=[C:11]([C:13]2[S:14][N:5]=[C:3]([CH3:4])[N:2]=2)[CH:10]=[CH:9][N:8]=1, predict the reactants needed to synthesize it. The reactants are: Cl.[NH:2]=[C:3]([NH2:5])[CH3:4].[Cl:6][C:7]1[N:12]=[C:11]([C:13](Cl)(Cl)[S:14]Cl)[CH:10]=[CH:9][N:8]=1.[OH-].[Na+].O. (2) The reactants are: [CH3:1][N:2]([CH3:10])[C:3]1[CH:8]=[CH:7][N:6]=[C:5]([NH2:9])[CH:4]=1.Br[CH2:12][C:13]([C:15]1[CH:20]=[CH:19][C:18]([N:21]([CH3:23])[CH3:22])=[CH:17][CH:16]=1)=O. Given the product [CH3:22][N:21]([CH3:23])[C:18]1[CH:19]=[CH:20][C:15]([C:13]2[N:9]=[C:5]3[CH:4]=[C:3]([N:2]([CH3:10])[CH3:1])[CH:8]=[CH:7][N:6]3[CH:12]=2)=[CH:16][CH:17]=1, predict the reactants needed to synthesize it. (3) Given the product [CH3:22][C:23]1[CH:24]=[C:25]([NH:26][C:2]2[CH:11]=[CH:10][C:9]3[C:4](=[C:5]([C:12]4[NH:20][C:19]5[CH2:18][CH2:17][NH:16][C:15](=[O:21])[C:14]=5[CH:13]=4)[CH:6]=[CH:7][CH:8]=3)[N:3]=2)[CH:27]=[CH:28][CH:29]=1, predict the reactants needed to synthesize it. The reactants are: Cl[C:2]1[CH:11]=[CH:10][C:9]2[C:4](=[C:5]([C:12]3[NH:20][C:19]4[CH2:18][CH2:17][NH:16][C:15](=[O:21])[C:14]=4[CH:13]=3)[CH:6]=[CH:7][CH:8]=2)[N:3]=1.[CH3:22][C:23]1[CH:24]=[C:25]([CH:27]=[CH:28][CH:29]=1)[NH2:26].[Li+].C[Si]([N-][Si](C)(C)C)(C)C.C1COCC1.